From a dataset of Catalyst prediction with 721,799 reactions and 888 catalyst types from USPTO. Predict which catalyst facilitates the given reaction. (1) Reactant: Cl[C:2]1[CH:7]=[C:6]([CH2:8][C:9]([O:11]C(C)(C)C)=O)[CH:5]=[CH:4][N:3]=1.[CH3:16][N:17]1[CH2:22][CH2:21][NH:20][CH2:19][CH2:18]1. Product: [CH3:16][N:17]1[CH2:22][CH2:21][N:20]([C:9](=[O:11])[CH2:8][C:6]2[CH:5]=[CH:4][N:3]=[C:2]([N:20]3[CH2:21][CH2:22][N:17]([CH3:16])[CH2:18][CH2:19]3)[CH:7]=2)[CH2:19][CH2:18]1. The catalyst class is: 6. (2) Reactant: C(N(C(C)C)C(C)C)C.[Br:10][C:11]1[CH:12]=[N:13][CH:14]=[CH:15][C:16]=1[CH2:17][O:18][C:19]1[CH:20]=[N:21][C:22]([N:25]2[CH2:30][CH2:29][N:28](/[C:31](=[N:33]/[OH:34])/[NH2:32])[CH2:27][C@H:26]2[CH3:35])=[N:23][CH:24]=1.[CH:36]1([C:39](O)=O)[CH2:38][CH2:37]1.ON1C2C=CC=CC=2N=N1.Cl.CN(C)CCCN=C=NCC. Product: [Br:10][C:11]1[CH:12]=[N:13][CH:14]=[CH:15][C:16]=1[CH2:17][O:18][C:19]1[CH:20]=[N:21][C:22]([N:25]2[CH2:30][CH2:29][N:28]([C:31]3[N:32]=[C:39]([CH:36]4[CH2:38][CH2:37]4)[O:34][N:33]=3)[CH2:27][C@H:26]2[CH3:35])=[N:23][CH:24]=1. The catalyst class is: 39. (3) Reactant: [Br:1][C:2]1[C:6]2[N:7]=[C:8]([C:30]3[CH:35]=[CH:34][N:33]=[CH:32][CH:31]=3)[N:9]=[C:10](OS(C3C(C(C)C)=CC(C(C)C)=CC=3C(C)C)(=O)=O)[C:5]=2[S:4][C:3]=1[C:36]([CH3:39])([CH3:38])[CH3:37].C(OC(=O)[NH:46][C@@H:47]([CH2:50][C:51]1[CH:56]=[CH:55][CH:54]=[CH:53][C:52]=1[O:57][CH3:58])[CH2:48][NH2:49])(C)(C)C.CCN(CC)CC. Product: [Br:1][C:2]1[C:6]2[N:7]=[C:8]([C:30]3[CH:31]=[CH:32][N:33]=[CH:34][CH:35]=3)[N:9]=[C:10]([NH:49][CH2:48][C@@H:47]([NH2:46])[CH2:50][C:51]3[CH:56]=[CH:55][CH:54]=[CH:53][C:52]=3[O:57][CH3:58])[C:5]=2[S:4][C:3]=1[C:36]([CH3:37])([CH3:38])[CH3:39]. The catalyst class is: 44.